Dataset: Forward reaction prediction with 1.9M reactions from USPTO patents (1976-2016). Task: Predict the product of the given reaction. (1) Given the reactants [CH3:1][O:2][C:3]1[CH:8]=[CH:7][C:6]([CH2:9][C:10]([O:12][CH2:13][C:14]([C:16]2[CH:21]=[CH:20][C:19]([O:22][CH2:23][C:24]3[CH:29]=[CH:28][CH:27]=[CH:26][CH:25]=3)=[CH:18][CH:17]=2)=O)=[O:11])=[CH:5][CH:4]=1.[H-].[Na+], predict the reaction product. The product is: [CH2:23]([O:22][C:19]1[CH:20]=[CH:21][C:16]([C:14]2[CH2:13][O:12][C:10](=[O:11])[C:9]=2[C:6]2[CH:7]=[CH:8][C:3]([O:2][CH3:1])=[CH:4][CH:5]=2)=[CH:17][CH:18]=1)[C:24]1[CH:29]=[CH:28][CH:27]=[CH:26][CH:25]=1. (2) Given the reactants C[O:2][C:3](=O)[CH2:4][C:5](=O)[CH3:6].Br[CH2:10][C:11]([C:13]1[CH:18]=[CH:17][C:16]([O:19][C:20]([F:23])([F:22])[F:21])=[CH:15][CH:14]=1)=O.[CH:24]1([CH2:27][NH2:28])[CH2:26][CH2:25]1.[N:29]1([NH2:35])[CH2:34][CH2:33][CH2:32][CH2:31][CH2:30]1, predict the reaction product. The product is: [N:29]1([NH:35][C:3]([C:4]2[CH:10]=[C:11]([C:13]3[CH:18]=[CH:17][C:16]([O:19][C:20]([F:23])([F:22])[F:21])=[CH:15][CH:14]=3)[N:28]([CH2:27][CH:24]3[CH2:26][CH2:25]3)[C:5]=2[CH3:6])=[O:2])[CH2:34][CH2:33][CH2:32][CH2:31][CH2:30]1.